From a dataset of Forward reaction prediction with 1.9M reactions from USPTO patents (1976-2016). Predict the product of the given reaction. Given the reactants C(N(CC)CC)C.[C:8]([C:12]1[CH:13]=[C:14]([C:21]2[NH:25][N:24]=[N:23][CH:22]=2)[C:15]([O:19][CH3:20])=[C:16]([CH:18]=1)[NH2:17])([CH3:11])([CH3:10])[CH3:9].[CH3:26][O:27][C:28]1[CH:29]=[C:30]([NH:45][C:46]2[N:51]=[C:50]([O:52][C:53]3[C:62]4[C:57](=[CH:58][CH:59]=[CH:60][CH:61]=4)[C:56]([NH:63][C:64](=O)[O:65]C4C=CC=CC=4)=[CH:55][CH:54]=3)[CH:49]=[CH:48][N:47]=2)[CH:31]=[C:32]([O:34][CH2:35][CH2:36][O:37][CH2:38][CH2:39][O:40][CH2:41][CH2:42][O:43][CH3:44])[CH:33]=1, predict the reaction product. The product is: [C:8]([C:12]1[CH:13]=[C:14]([C:21]2[NH:25][N:24]=[N:23][CH:22]=2)[C:15]([O:19][CH3:20])=[C:16]([NH:17][C:64]([NH:63][C:56]2[C:57]3[C:62](=[CH:61][CH:60]=[CH:59][CH:58]=3)[C:53]([O:52][C:50]3[CH:49]=[CH:48][N:47]=[C:46]([NH:45][C:30]4[CH:31]=[C:32]([O:34][CH2:35][CH2:36][O:37][CH2:38][CH2:39][O:40][CH2:41][CH2:42][O:43][CH3:44])[CH:33]=[C:28]([O:27][CH3:26])[CH:29]=4)[N:51]=3)=[CH:54][CH:55]=2)=[O:65])[CH:18]=1)([CH3:11])([CH3:9])[CH3:10].